From a dataset of Forward reaction prediction with 1.9M reactions from USPTO patents (1976-2016). Predict the product of the given reaction. (1) Given the reactants [Br:1][C:2]1[CH:7]=[CH:6][C:5]([S:8](Cl)(=[O:10])=[O:9])=[CH:4][CH:3]=1.[C:12]([O:16][C:17]([N:19]1[CH2:24][CH2:23][NH:22][CH2:21][CH2:20]1)=[O:18])([CH3:15])([CH3:14])[CH3:13].C(N(CC)CC)C, predict the reaction product. The product is: [C:12]([O:16][C:17]([N:19]1[CH2:24][CH2:23][N:22]([S:8]([C:5]2[CH:6]=[CH:7][C:2]([Br:1])=[CH:3][CH:4]=2)(=[O:10])=[O:9])[CH2:21][CH2:20]1)=[O:18])([CH3:15])([CH3:13])[CH3:14]. (2) The product is: [C:27]([C:26]1[CH:29]=[C:30]([F:33])[CH:31]=[CH:32][C:25]=1[NH:24][C:21]1[CH:20]=[C:19]([F:34])[C:18]([CH2:17][NH:16][C:13]([C:10]2([NH:9][C:7]([C:5]3[CH:4]=[N:3][CH:2]=[N:1][CH:6]=3)=[O:8])[CH2:11][CH2:12]2)=[O:15])=[N:23][CH:22]=1)#[N:28]. Given the reactants [N:1]1[CH:6]=[C:5]([C:7]([NH:9][C:10]2([C:13]([OH:15])=O)[CH2:12][CH2:11]2)=[O:8])[CH:4]=[N:3][CH:2]=1.[NH2:16][CH2:17][C:18]1[N:23]=[CH:22][C:21]([NH:24][C:25]2[CH:32]=[CH:31][C:30]([F:33])=[CH:29][C:26]=2[C:27]#[N:28])=[CH:20][C:19]=1[F:34].CN(C(ON1N=NC2C=CC=CC1=2)=[N+](C)C)C.[B-](F)(F)(F)F, predict the reaction product.